Dataset: Forward reaction prediction with 1.9M reactions from USPTO patents (1976-2016). Task: Predict the product of the given reaction. (1) Given the reactants I[CH3:2].[CH3:3][NH:4][C:5]([N:7]1[CH2:12][CH2:11][CH2:10][CH2:9][CH:8]1[C:13]1[CH:17]=[C:16]([C:18]2[CH:23]=[CH:22][CH:21]=[C:20]([Cl:24])[CH:19]=2)[O:15][N:14]=1)=[S:6], predict the reaction product. The product is: [CH3:2][S:6][C:5]([N:7]1[CH2:12][CH2:11][CH2:10][CH2:9][CH:8]1[C:13]1[CH:17]=[C:16]([C:18]2[CH:23]=[CH:22][CH:21]=[C:20]([Cl:24])[CH:19]=2)[O:15][N:14]=1)=[N:4][CH3:3]. (2) Given the reactants Cl[C:2]1[N:3]([CH2:19][C:20]2[CH:25]=[CH:24][C:23]([C:26]3[CH:31]=[CH:30][CH:29]=[C:28]([F:32])[N:27]=3)=[CH:22][CH:21]=2)[CH:4]=[C:5]2[C:10]=1[N:9]1[C@H:11]3[CH2:16][CH2:15][CH2:14][C@H:12]3[N:13]=[C:8]1[N:7]([CH3:17])[C:6]2=[O:18].ClC(Cl)(Cl)C(O)=O.[NH2:40][C:41]1[CH:46]=[CH:45][CH:44]=[CH:43][CH:42]=1, predict the reaction product. The product is: [CH3:17][N:7]1[C:6](=[O:18])[C:5]2=[CH:4][N:3]([CH2:19][C:20]3[CH:25]=[CH:24][C:23]([C:26]4[CH:31]=[CH:30][CH:29]=[C:28]([F:32])[N:27]=4)=[CH:22][CH:21]=3)[C:2]([NH:40][C:41]3[CH:46]=[CH:45][CH:44]=[CH:43][CH:42]=3)=[C:10]2[N:9]2[C@H:11]3[CH2:16][CH2:15][CH2:14][C@H:12]3[N:13]=[C:8]12. (3) Given the reactants Cl[C:2]1[N:10]=[C:9]([F:11])[N:8]=[C:7]2[C:3]=1[N:4]=[CH:5][N:6]2[CH:12]([CH3:14])[CH3:13].[Cl:15][C:16]1[CH:17]=[C:18]([CH:20]=[CH:21][CH:22]=1)[NH2:19].CCN(C(C)C)C(C)C, predict the reaction product. The product is: [Cl:15][C:16]1[CH:17]=[C:18]([NH:19][C:2]2[N:10]=[C:9]([F:11])[N:8]=[C:7]3[C:3]=2[N:4]=[CH:5][N:6]3[CH:12]([CH3:14])[CH3:13])[CH:20]=[CH:21][CH:22]=1. (4) Given the reactants [Cl:1][C:2]1[CH:3]=[C:4]([OH:8])[CH:5]=[CH:6][CH:7]=1.CCN(C(C)C)C(C)C.Cl[CH2:19][O:20][CH3:21], predict the reaction product. The product is: [Cl:1][C:2]1[CH:7]=[CH:6][CH:5]=[C:4]([O:8][CH2:19][O:20][CH3:21])[CH:3]=1. (5) Given the reactants [Br:1][C:2]1[CH:3]=[C:4]([CH:12]2[C:17]([C:18]#[N:19])=[CH:16][O:15][CH:14]3[C:20]4[C:24](=[CH:25][CH:26]=[C:13]23)[N:23]=[CH:22][CH:21]=4)[CH:5]=[C:6]([O:10][CH3:11])[C:7]=1[O:8][CH3:9].Br[CH2:28][CH3:29].C(=O)([O-])[O-].[Cs+].[Cs+], predict the reaction product. The product is: [Br:1][C:2]1[CH:3]=[C:4]([CH:12]2[C:17]([C:18]#[N:19])=[CH:16][O:15][C:14]3[C:20]4[CH:21]=[CH:22][N:23]([CH2:28][CH3:29])[C:24]=4[CH:25]=[CH:26][C:13]2=3)[CH:5]=[C:6]([O:10][CH3:11])[C:7]=1[O:8][CH3:9]. (6) Given the reactants [CH2:1](Br)[C:2]#[CH:3].[C:5]1(=[O:15])[NH:9][C:8](=[O:10])[C:7]2=[CH:11][CH:12]=[CH:13][CH:14]=[C:6]12.[K], predict the reaction product. The product is: [CH2:1]([N:9]1[C:8](=[O:10])[C:7]2=[CH:11][CH:12]=[CH:13][CH:14]=[C:6]2[C:5]1=[O:15])[C:2]#[CH:3]. (7) Given the reactants [CH:1]1(/[CH:6]=[CH:7]/[C@H:8]([C@@H:10]2[O:14][C:13](=[O:15])[C@H:12]([O:16][CH3:17])[C@@H:11]2[OH:18])[OH:9])[CH2:5][CH2:4][CH2:3][CH2:2]1.Cl.[NH2:20][C@H:21]1[CH2:27][CH2:26][C:25]2[CH:28]=[C:29]([C:32]3[CH:37]=[CH:36][CH:35]=[CH:34][CH:33]=3)[CH:30]=[CH:31][C:24]=2[NH:23][C:22]1=[O:38].C(C(CCCC)C([O-])=O)C.[Na+], predict the reaction product. The product is: [CH:1]1(/[CH:6]=[CH:7]/[C@@H:8]([OH:9])[C@H:10]([OH:14])[C@@H:11]([OH:18])[C@@H:12]([O:16][CH3:17])[C:13]([NH:20][C@H:21]2[CH2:27][CH2:26][C:25]3[CH:28]=[C:29]([C:32]4[CH:33]=[CH:34][CH:35]=[CH:36][CH:37]=4)[CH:30]=[CH:31][C:24]=3[NH:23][C:22]2=[O:38])=[O:15])[CH2:5][CH2:4][CH2:3][CH2:2]1. (8) Given the reactants [N:1]1([CH:7]2[CH2:12][CH2:11][NH:10][CH2:9][CH2:8]2)[CH2:6][CH2:5][CH2:4][CH2:3][CH2:2]1.[CH:13]1([N:19]=[C:20]=[S:21])[CH2:18][CH2:17][CH2:16][CH2:15][CH2:14]1, predict the reaction product. The product is: [CH:13]1([NH:19][C:20]([N:10]2[CH2:11][CH2:12][CH:7]([N:1]3[CH2:6][CH2:5][CH2:4][CH2:3][CH2:2]3)[CH2:8][CH2:9]2)=[S:21])[CH2:18][CH2:17][CH2:16][CH2:15][CH2:14]1. (9) The product is: [NH4+:10].[OH-:17].[Cl:1][C:2]1[C:3]2[CH2:8][CH2:9][N:10]3[C:11](=[N:12][C:13]([I:15])=[CH:14]3)[CH:16]([O:26][CH:27]3[CH2:32][CH2:31][N:30]([CH3:33])[CH2:29][CH2:28]3)[C:4]=2[CH:5]=[CH:6][CH:7]=1. Given the reactants [Cl:1][C:2]1[CH:7]=[CH:6][CH:5]=[CH:4][C:3]=1[CH2:8][CH2:9][N:10]1[CH:14]=[C:13]([I:15])[N:12]=[C:11]1[CH:16]=[O:17].FC(F)(F)S(O)(=O)=O.[OH:26][CH:27]1[CH2:32][CH2:31][N:30]([CH3:33])[CH2:29][CH2:28]1.[OH-].[Na+], predict the reaction product. (10) Given the reactants Cl.[CH3:2][N:3]([CH3:33])[C:4]([C:6]1[N:27]([CH:28]2[CH2:32][CH2:31][CH2:30][CH2:29]2)[C:9]2[N:10]=[C:11]([NH:14][C:15]3[CH:20]=[CH:19][C:18]([N:21]4[CH2:26][CH2:25][NH:24][CH2:23][CH2:22]4)=[CH:17][N:16]=3)[N:12]=[CH:13][C:8]=2[CH:7]=1)=[O:5].[CH3:34][N:35]([CH3:40])[CH2:36][C:37](O)=[O:38].C(N(C(C)C)CC)(C)C.CN(C(ON1N=NC2C=CC=CC1=2)=[N+](C)C)C.[B-](F)(F)(F)F, predict the reaction product. The product is: [CH3:2][N:3]([CH3:33])[C:4]([C:6]1[N:27]([CH:28]2[CH2:32][CH2:31][CH2:30][CH2:29]2)[C:9]2[N:10]=[C:11]([NH:14][C:15]3[CH:20]=[CH:19][C:18]([N:21]4[CH2:22][CH2:23][N:24]([C:37](=[O:38])[CH2:36][N:35]([CH3:40])[CH3:34])[CH2:25][CH2:26]4)=[CH:17][N:16]=3)[N:12]=[CH:13][C:8]=2[CH:7]=1)=[O:5].